From a dataset of Peptide-MHC class II binding affinity with 134,281 pairs from IEDB. Regression. Given a peptide amino acid sequence and an MHC pseudo amino acid sequence, predict their binding affinity value. This is MHC class II binding data. (1) The peptide sequence is RTEGRCLHYTVDK. The MHC is DRB1_0401 with pseudo-sequence DRB1_0401. The binding affinity (normalized) is 0. (2) The binding affinity (normalized) is 1.00. The peptide sequence is AGMIIMLIPTVVAFH. The MHC is DRB1_0802 with pseudo-sequence DRB1_0802. (3) The peptide sequence is AAAVAGTTVYGAFAA. The MHC is HLA-DQA10102-DQB10602 with pseudo-sequence HLA-DQA10102-DQB10602. The binding affinity (normalized) is 1.00.